This data is from Full USPTO retrosynthesis dataset with 1.9M reactions from patents (1976-2016). The task is: Predict the reactants needed to synthesize the given product. (1) Given the product [CH2:29]([N:26]1[C:24]2=[N:25][C:20]([CH2:19][OH:18])=[C:21]([CH2:38][CH2:39][C:40]([O:42][CH2:43][CH3:44])=[O:41])[C:22]([C:31]3[CH:32]=[N:33][CH:34]=[C:35]([CH3:37])[CH:36]=3)=[C:23]2[CH:28]=[N:27]1)[CH3:30], predict the reactants needed to synthesize it. The reactants are: [Si]([O:18][CH2:19][C:20]1[N:25]=[C:24]2[N:26]([CH2:29][CH3:30])[N:27]=[CH:28][C:23]2=[C:22]([C:31]2[CH:32]=[N:33][CH:34]=[C:35]([CH3:37])[CH:36]=2)[C:21]=1[CH2:38][CH2:39][C:40]([O:42][CH2:43][CH3:44])=[O:41])(C(C)(C)C)(C1C=CC=CC=1)C1C=CC=CC=1.[F-].C([N+](CCCC)(CCCC)CCCC)CCC. (2) Given the product [Cl:1][C:2]1[CH:14]=[C:13]([CH2:15][CH2:16][CH3:17])[CH:12]=[CH:11][C:3]=1[C:4]([N:6]([CH2:7][CH3:8])[CH2:9][CH3:10])=[O:5], predict the reactants needed to synthesize it. The reactants are: [Cl:1][C:2]1[CH:14]=[C:13](/[CH:15]=[CH:16]/[CH3:17])[CH:12]=[CH:11][C:3]=1[C:4]([N:6]([CH2:9][CH3:10])[CH2:7][CH3:8])=[O:5].[H][H]. (3) The reactants are: [N+:1]([C:4]1[CH:31]=[CH:30][C:7]([O:8][CH2:9][C:10]([O:12][CH2:13][CH2:14][O:15][C:16](=[O:29])[CH:17]([O:19][C:20]2[CH:25]=[CH:24][C:23]([N+:26]([O-])=O)=[CH:22][CH:21]=2)[CH3:18])=[O:11])=[CH:6][CH:5]=1)([O-])=O. Given the product [NH2:1][C:4]1[CH:31]=[CH:30][C:7]([O:8][CH2:9][C:10]([O:12][CH2:13][CH2:14][O:15][C:16](=[O:29])[CH:17]([O:19][C:20]2[CH:21]=[CH:22][C:23]([NH2:26])=[CH:24][CH:25]=2)[CH3:18])=[O:11])=[CH:6][CH:5]=1, predict the reactants needed to synthesize it.